Predict the reaction yield, written as a fraction of the theoretical maximum amount of product (1.0 means a 100% yield; for example, 0.34 means a 34% yield). From a dataset of Reaction yield outcomes from USPTO patents with 853,638 reactions. (1) The reactants are [F:1][C:2]1[CH:3]=[C:4]([CH:9]=[CH:10][C:11]=1[O:12][C:13]1[CH:18]=[CH:17][C:16]([B:19]2[O:23][C:22](C)(C)C(C)(C)[O:20]2)=[C:15](C=O)[CH:14]=1)[C:5]([O:7][CH3:8])=[O:6].[BH4-].[Na+]. The catalyst is CO. The product is [F:1][C:2]1[CH:3]=[C:4]([C:5]([O:7][CH3:8])=[O:6])[CH:9]=[CH:10][C:11]=1[O:12][C:13]1[CH:14]=[CH:15][C:16]2[B:19]([OH:20])[O:23][CH2:22][C:17]=2[CH:18]=1. The yield is 0.560. (2) The reactants are [Cl:1][C:2]1[CH:7]=[CH:6][C:5]([C:8]2[N:9]=[C:10]3[CH:15]=[CH:14][C:13]([C:16]4[CH:21]=[CH:20][CH:19]=[CH:18][CH:17]=4)=[CH:12][N:11]3[CH:22]=2)=[CH:4][CH:3]=1.[NH:23]1[CH2:28][CH2:27][O:26][CH2:25][CH2:24]1.[C:29](O)(=O)C.C=O. The catalyst is CO. The product is [Cl:1][C:2]1[CH:3]=[CH:4][C:5]([C:8]2[N:9]=[C:10]3[CH:15]=[CH:14][C:13]([C:16]4[CH:21]=[CH:20][CH:19]=[CH:18][CH:17]=4)=[CH:12][N:11]3[C:22]=2[CH2:29][N:23]2[CH2:28][CH2:27][O:26][CH2:25][CH2:24]2)=[CH:6][CH:7]=1. The yield is 0.150. (3) The reactants are [C:1]1([C:7]2[N:12]=[C:11]([C:13]([O-:15])=[O:14])[CH:10]=[N:9][CH:8]=2)[CH:6]=[CH:5][CH:4]=[CH:3][CH:2]=1.[Li+].[OH-].Cl. The catalyst is C1COCC1. The product is [C:1]1([C:7]2[N:12]=[C:11]([C:13]([OH:15])=[O:14])[CH:10]=[N:9][CH:8]=2)[CH:2]=[CH:3][CH:4]=[CH:5][CH:6]=1. The yield is 0.670. (4) The reactants are [C:1]([O:5][C:6]([NH:8][C@@H:9]([CH2:13][O:14][C:15]1[CH:20]=[C:19]([CH3:21])[CH:18]=[CH:17][C:16]=1[N+:22]([O-])=O)[C:10]([OH:12])=[O:11])=[O:7])([CH3:4])([CH3:3])[CH3:2]. The catalyst is CO.[Pd]. The product is [NH2:22][C:16]1[CH:17]=[CH:18][C:19]([CH3:21])=[CH:20][C:15]=1[O:14][CH2:13][C@H:9]([NH:8][C:6]([O:5][C:1]([CH3:2])([CH3:3])[CH3:4])=[O:7])[C:10]([OH:12])=[O:11]. The yield is 0.560.